This data is from Forward reaction prediction with 1.9M reactions from USPTO patents (1976-2016). The task is: Predict the product of the given reaction. (1) The product is: [Br:5][C:6]1[CH:13]=[CH:12][C:9]([C:10]2([NH2:11])[CH2:2][CH2:1]2)=[CH:8][CH:7]=1. Given the reactants [CH2:1]([Mg]Br)[CH3:2].[Br:5][C:6]1[CH:13]=[CH:12][C:9]([C:10]#[N:11])=[CH:8][CH:7]=1.B(F)(F)F.CCOCC.Cl.[OH-].[Na+], predict the reaction product. (2) Given the reactants [CH2:1]([O:3][C:4](=[O:28])[CH2:5][C:6]1[CH:7]=[C:8]([C:14]2[CH:19]=[CH:18][C:17]([C:20]([F:23])([F:22])[F:21])=[CH:16][C:15]=2[CH2:24][NH:25][CH2:26][CH3:27])[C:9]([O:12][CH3:13])=[CH:10][CH:11]=1)[CH3:2].[OH:29][C:30]1([C:33]([OH:35])=O)[CH2:32][CH2:31]1.Cl.C(N=C=NCCCN(C)C)C.ON1C2C=CC=CC=2N=N1.C(N(CC)CC)C, predict the reaction product. The product is: [CH2:1]([O:3][C:4](=[O:28])[CH2:5][C:6]1[CH:7]=[C:8]([C:14]2[CH:19]=[CH:18][C:17]([C:20]([F:23])([F:21])[F:22])=[CH:16][C:15]=2[CH2:24][N:25]([CH2:26][CH3:27])[C:33]([C:30]2([OH:29])[CH2:32][CH2:31]2)=[O:35])[C:9]([O:12][CH3:13])=[CH:10][CH:11]=1)[CH3:2].